This data is from Forward reaction prediction with 1.9M reactions from USPTO patents (1976-2016). The task is: Predict the product of the given reaction. (1) Given the reactants [NH2:1][CH2:2][CH2:3][O:4][C:5]1[CH:10]=[CH:9][C:8]([C:11]2([OH:24])[CH2:16][CH2:15][CH2:14][CH2:13][CH:12]2[NH:17][S:18]([CH:21]([CH3:23])[CH3:22])(=[O:20])=[O:19])=[CH:7][CH:6]=1.[C:25](Cl)(=[O:27])[CH3:26], predict the reaction product. The product is: [OH:24][C:11]1([C:8]2[CH:9]=[CH:10][C:5]([O:4][CH2:3][CH2:2][NH:1][C:25](=[O:27])[CH3:26])=[CH:6][CH:7]=2)[CH2:16][CH2:15][CH2:14][CH2:13][CH:12]1[NH:17][S:18]([CH:21]([CH3:22])[CH3:23])(=[O:20])=[O:19]. (2) Given the reactants [O:1]=[C:2]1[CH2:7][CH2:6][C:5]([NH:12][C:13]([C:15]2[C:24]([NH:25][C:26]([NH:28][C:29]3[C:34]([CH3:35])=[CH:33][C:32]([CH3:36])=[CH:31][C:30]=3[CH3:37])=[O:27])=[CH:23][C:22]3[C:17](=[CH:18][CH:19]=[CH:20][CH:21]=3)[CH:16]=2)=[O:14])([C:8]([O:10]C)=[O:9])[CH2:4][CH2:3]1.Cl, predict the reaction product. The product is: [O:1]=[C:2]1[CH2:7][CH2:6][C:5]([NH:12][C:13]([C:15]2[C:24]([NH:25][C:26]([NH:28][C:29]3[C:30]([CH3:37])=[CH:31][C:32]([CH3:36])=[CH:33][C:34]=3[CH3:35])=[O:27])=[CH:23][C:22]3[C:17](=[CH:18][CH:19]=[CH:20][CH:21]=3)[CH:16]=2)=[O:14])([C:8]([OH:10])=[O:9])[CH2:4][CH2:3]1. (3) Given the reactants [H-].[Na+].[O:3]1[CH:7]=[CH:6][CH:5]=[C:4]1[CH2:8][OH:9].Br[CH2:11][C:12]#[CH:13].O, predict the reaction product. The product is: [CH2:13]([O:9][CH2:8][C:4]1[O:3][CH:7]=[CH:6][CH:5]=1)[C:12]#[CH:11]. (4) Given the reactants [NH2:1][C:2]1[CH:3]=[C:4]([CH:21]=[CH:22][C:23]=1[O:24][C:25]([F:28])([F:27])[F:26])[C:5]([NH:7][C:8]1[CH:9]=[N:10][C:11]([C:14]2[CH:19]=[CH:18][CH:17]=[CH:16][C:15]=2[F:20])=[CH:12][CH:13]=1)=[O:6].N1C=CC=CC=1.[Cl:35][CH:36]([CH3:40])[C:37](Cl)=[O:38], predict the reaction product. The product is: [Cl:35][CH:36]([CH3:40])[C:37]([NH:1][C:2]1[CH:3]=[C:4]([CH:21]=[CH:22][C:23]=1[O:24][C:25]([F:27])([F:28])[F:26])[C:5]([NH:7][C:8]1[CH:9]=[N:10][C:11]([C:14]2[CH:19]=[CH:18][CH:17]=[CH:16][C:15]=2[F:20])=[CH:12][CH:13]=1)=[O:6])=[O:38]. (5) Given the reactants [CH3:1][O:2][C:3]1[CH:4]=[C:5]([C:11]2[C@@H:20]3[C@@H:15]([CH2:16][CH2:17][CH2:18][CH2:19]3)[C:14](=[O:21])[N:13]([CH:22]3[CH2:27][CH2:26][N:25]([C:28](=[O:40])[C@@H:29]([NH:32]C(=O)OC(C)(C)C)[CH2:30][OH:31])[CH2:24][CH2:23]3)[N:12]=2)[CH:6]=[CH:7][C:8]=1[O:9][CH3:10].[F:41][C:42]([F:47])([F:46])[C:43]([OH:45])=[O:44], predict the reaction product. The product is: [F:41][C:42]([F:47])([F:46])[C:43]([OH:45])=[O:44].[NH2:32][C@@H:29]([CH2:30][OH:31])[C:28]([N:25]1[CH2:26][CH2:27][CH:22]([N:13]2[N:12]=[C:11]([C:5]3[CH:6]=[CH:7][C:8]([O:9][CH3:10])=[C:3]([O:2][CH3:1])[CH:4]=3)[C@@H:20]3[C@@H:15]([CH2:16][CH2:17][CH2:18][CH2:19]3)[C:14]2=[O:21])[CH2:23][CH2:24]1)=[O:40]. (6) Given the reactants [CH3:1][C:2]([CH3:9])([CH2:7][OH:8])[C:3]([O:5][CH3:6])=[O:4].ClN1C(=O)N(Cl)C(=O)N(Cl)C1=O.CC1(C)N([O])C(C)(C)CCC1, predict the reaction product. The product is: [CH3:1][C:2]([CH3:9])([CH:7]=[O:8])[C:3]([O:5][CH3:6])=[O:4]. (7) Given the reactants [C:1](=[O:4])([O-])[O-].[K+].[K+].O[C:8]1[CH:9]=[C:10]([CH:13]=[C:14]([OH:16])[CH:15]=1)[CH2:11][OH:12].Br[CH2:18][CH2:19][CH2:20][CH2:21][CH2:22][CH2:23][CH2:24][CH2:25][CH2:26][CH3:27], predict the reaction product. The product is: [CH2:18]([O:16][C:14]1[CH:13]=[C:10]([CH:9]=[C:8]([O:4][CH2:1][CH2:18][CH2:19][CH2:20][CH2:21][CH2:22][CH2:23][CH2:24][CH2:25][CH3:26])[CH:15]=1)[CH2:11][OH:12])[CH2:19][CH2:20][CH2:21][CH2:22][CH2:23][CH2:24][CH2:25][CH2:26][CH3:27]. (8) The product is: [Br:56][CH2:21][C:18]1[CH:17]=[CH:16][C:15]([C:12]2[CH:11]=[C:10]([C:23]([NH:25][CH2:26][C:27]3[C:28](=[O:35])[NH:29][C:30]([CH3:34])=[CH:31][C:32]=3[CH3:33])=[O:24])[C:9]3[CH:8]=[N:7][N:6]([CH:1]4[CH2:2][CH2:3][CH2:4][CH2:5]4)[C:14]=3[CH:13]=2)=[CH:20][CH:19]=1. Given the reactants [CH:1]1([N:6]2[C:14]3[CH:13]=[C:12]([C:15]4[CH:20]=[CH:19][C:18]([CH2:21]O)=[CH:17][CH:16]=4)[CH:11]=[C:10]([C:23]([NH:25][CH2:26][C:27]4[C:28](=[O:35])[NH:29][C:30]([CH3:34])=[CH:31][C:32]=4[CH3:33])=[O:24])[C:9]=3[CH:8]=[N:7]2)[CH2:5][CH2:4][CH2:3][CH2:2]1.C1(P(C2C=CC=CC=2)C2C=CC=CC=2)C=CC=CC=1.C(Br)(Br)(Br)[Br:56].O, predict the reaction product. (9) Given the reactants C[O:2][C:3](=[O:19])[C:4]1[CH:9]=[C:8]([CH2:10][N:11]2[CH2:16][CH2:15][N:14]([CH3:17])[CH2:13][CH2:12]2)[CH:7]=[CH:6][C:5]=1[NH2:18].[OH-].[Li+], predict the reaction product. The product is: [NH2:18][C:5]1[CH:6]=[CH:7][C:8]([CH2:10][N:11]2[CH2:16][CH2:15][N:14]([CH3:17])[CH2:13][CH2:12]2)=[CH:9][C:4]=1[C:3]([OH:19])=[O:2].